Task: Predict which catalyst facilitates the given reaction.. Dataset: Catalyst prediction with 721,799 reactions and 888 catalyst types from USPTO (1) Reactant: [N:1]([C:4]1[CH:9]=[CH:8][C:7]([C:10]([F:13])([F:12])[F:11])=[CH:6][C:5]=1[N+:14]([O-:16])=[O:15])=[C:2]=[O:3].[O:17]1[CH2:22][CH2:21][N:20]([CH2:23][CH2:24][NH2:25])[CH2:19][CH2:18]1. Product: [O:17]1[CH2:22][CH2:21][N:20]([CH2:23][CH2:24][NH:25][C:2]([NH:1][C:4]2[CH:9]=[CH:8][C:7]([C:10]([F:13])([F:12])[F:11])=[CH:6][C:5]=2[N+:14]([O-:16])=[O:15])=[O:3])[CH2:19][CH2:18]1. The catalyst class is: 48. (2) Reactant: [C:1]([C:3]1[N:4]([CH2:10][CH2:11][CH2:12][C:13](=[O:15])[CH3:14])[C:5]([CH3:9])=[C:6]([CH3:8])[N:7]=1)#[N:2].CC(C)([O-])C.[K+]. Product: [C:13]([C:12]1[CH2:11][CH2:10][N:4]2[C:5]([CH3:9])=[C:6]([CH3:8])[N:7]=[C:3]2[C:1]=1[NH2:2])(=[O:15])[CH3:14]. The catalyst class is: 7. (3) Reactant: [CH:1]1([NH:7][S:8]([C:11]2[C:20]3[C:15](=[CH:16][CH:17]=[CH:18][CH:19]=3)[C:14]([CH3:21])=[CH:13][CH:12]=2)(=[O:10])=[O:9])[CH2:6][CH2:5][CH2:4][CH2:3][CH2:2]1.C1C(=O)N([Br:29])C(=O)C1.C(OOC(=O)C1C=CC=CC=1)(=O)C1C=CC=CC=1. Product: [CH:1]1([NH:7][S:8]([C:11]2[C:20]3[C:15](=[CH:16][CH:17]=[CH:18][CH:19]=3)[C:14]([CH2:21][Br:29])=[CH:13][CH:12]=2)(=[O:10])=[O:9])[CH2:6][CH2:5][CH2:4][CH2:3][CH2:2]1. The catalyst class is: 53. (4) Reactant: [CH:1]([C:4]1[CH:9]=[CH:8][C:7]([C:10]2[C:19]3[C:14](=[CH:15][CH:16]=[C:17]([O:20][CH2:21][C:22]#[CH:23])[CH:18]=3)[NH:13][C:12](=[S:24])[N:11]=2)=[CH:6][CH:5]=1)([CH3:3])[CH3:2].[CH2:25](Br)[C:26]1[CH:31]=[CH:30][CH:29]=[CH:28][CH:27]=1.CCN(C(C)C)C(C)C. Product: [CH2:25]([S:24][C:12]1[N:11]=[C:10]([C:7]2[CH:6]=[CH:5][C:4]([CH:1]([CH3:3])[CH3:2])=[CH:9][CH:8]=2)[C:19]2[C:14](=[CH:15][CH:16]=[C:17]([O:20][CH2:21][C:22]#[CH:23])[CH:18]=2)[N:13]=1)[C:26]1[CH:31]=[CH:30][CH:29]=[CH:28][CH:27]=1. The catalyst class is: 1. (5) Reactant: [NH2:1][C:2]1[CH:9]=[CH:8][CH:7]=[C:6]([O:10][CH2:11][C@H:12]2[CH2:17][CH2:16][CH2:15][N:14]([C:18](=[O:23])[CH2:19][CH:20]([CH3:22])[CH3:21])[CH2:13]2)[C:3]=1[C:4]#[N:5].[S:24](Cl)(=[O:27])(=[O:26])[NH2:25].O. Product: [S:24]([NH:1][C:2]1[CH:9]=[CH:8][CH:7]=[C:6]([O:10][CH2:11][C@H:12]2[CH2:17][CH2:16][CH2:15][N:14]([C:18](=[O:23])[CH2:19][CH:20]([CH3:21])[CH3:22])[CH2:13]2)[C:3]=1[C:4]#[N:5])(=[O:27])(=[O:26])[NH2:25]. The catalyst class is: 44.